Task: Predict the reactants needed to synthesize the given product.. Dataset: Full USPTO retrosynthesis dataset with 1.9M reactions from patents (1976-2016) Given the product [NH:46]1[C:47]2[CH:48]=[CH:49][CH:50]=[C:42]([C:2]3[CH:10]=[C:9]4[C:5]([CH:6]=[N:7][NH:8]4)=[C:4]([NH:17][C:18]([C:20]4[N:21]=[C:22]([CH3:25])[S:23][CH:24]=4)=[O:19])[CH:3]=3)[C:43]=2[CH:44]=[N:45]1, predict the reactants needed to synthesize it. The reactants are: Br[C:2]1[CH:3]=[C:4]([NH:17][C:18]([C:20]2[N:21]=[C:22]([CH3:25])[S:23][CH:24]=2)=[O:19])[C:5]2[C:9]([CH:10]=1)=[N:8][N:7](C1CCCCO1)[CH:6]=2.P([O-])([O-])([O-])=O.[K+].[K+].[K+].CC1(C)C(C)(C)OB([C:42]2[CH:50]=[CH:49][CH:48]=[C:47]3[C:43]=2[CH:44]=[N:45][NH:46]3)O1.O1CCOCC1.